This data is from Forward reaction prediction with 1.9M reactions from USPTO patents (1976-2016). The task is: Predict the product of the given reaction. (1) Given the reactants C([O:4][C:5]1[CH:14]=[C:13]([CH3:15])[C:8]2[S:9][CH2:10][CH2:11][O:12][C:7]=2[CH:6]=1)C=C.[BH4-].[Na+], predict the reaction product. The product is: [CH3:15][C:13]1[C:8]2[S:9][CH2:10][CH2:11][O:12][C:7]=2[CH:6]=[C:5]([OH:4])[CH:14]=1. (2) Given the reactants [CH2:1]([N:3]([CH2:23][CH3:24])[C:4]1[CH:22]=[CH:21][C:7]([CH:8]=[N:9][NH:10][C:11](=[O:20])[C:12]2[CH:17]=[CH:16][C:15]([O:18][CH3:19])=[CH:14][CH:13]=2)=[CH:6][CH:5]=1)[CH3:2].Br[CH2:26][C:27]1[CH:32]=[CH:31][C:30]([CH3:33])=[CH:29][CH:28]=1.C([O-])([O-])=O.[K+].[K+], predict the reaction product. The product is: [CH2:23]([N:3]([CH2:1][CH3:2])[C:4]1[CH:5]=[CH:6][C:7]([CH:8]=[N:9][N:10]([CH2:26][C:27]2[CH:32]=[CH:31][C:30]([CH3:33])=[CH:29][CH:28]=2)[C:11](=[O:20])[C:12]2[CH:17]=[CH:16][C:15]([O:18][CH3:19])=[CH:14][CH:13]=2)=[CH:21][CH:22]=1)[CH3:24]. (3) Given the reactants Cl[C:2](=[O:8])[C:3]([O:5]CC)=O.[F:9][C:10]1[CH:15]=[C:14]([F:16])[CH:13]=[CH:12][C:11]=1[NH:17][C:18]([NH:20][CH2:21][C:22]([CH3:25])([CH3:24])[CH3:23])=[S:19], predict the reaction product. The product is: [F:9][C:10]1[CH:15]=[C:14]([F:16])[CH:13]=[CH:12][C:11]=1[N:17]1[C:2](=[O:8])[C:3](=[O:5])[N:20]([CH2:21][C:22]([CH3:24])([CH3:23])[CH3:25])[C:18]1=[S:19]. (4) Given the reactants [CH3:1][N:2]1[C:10](=[O:11])[NH:9][C:8]2[C:3]1=[N:4][C:5](/[CH:12]=[CH:13]/[C:14]1[CH:19]=[CH:18][CH:17]=[CH:16][CH:15]=1)=[N:6][CH:7]=2.CN(C)C=O, predict the reaction product. The product is: [CH3:1][N:2]1[C:10](=[O:11])[NH:9][C:8]2[C:3]1=[N:4][C:5]([CH2:12][CH2:13][C:14]1[CH:19]=[CH:18][CH:17]=[CH:16][CH:15]=1)=[N:6][CH:7]=2. (5) Given the reactants O=[C:2]([CH2:6][C:7]1[CH:12]=[CH:11][CH:10]=[CH:9][CH:8]=1)[CH2:3][C:4]#[N:5].O.[NH2:14][NH2:15], predict the reaction product. The product is: [CH2:6]([C:2]1[CH:3]=[C:4]([NH2:5])[NH:14][N:15]=1)[C:7]1[CH:12]=[CH:11][CH:10]=[CH:9][CH:8]=1.